This data is from Reaction yield outcomes from USPTO patents with 853,638 reactions. The task is: Predict the reaction yield, written as a fraction of the theoretical maximum amount of product (1.0 means a 100% yield; for example, 0.34 means a 34% yield). (1) The reactants are [Cl:1][C:2]1[C:7]([F:8])=[CH:6][C:5]([O:9][CH3:10])=[CH:4][C:3]=1[OH:11].C([O-])([O-])=O.[Cs+].[Cs+].[Cl:18][C:19]1[CH:20]=[C:21]([CH:24]=[C:25](F)[CH:26]=1)[C:22]#[N:23]. The catalyst is CN1C(=O)CCC1.CCOC(C)=O. The product is [Cl:18][C:19]1[CH:20]=[C:21]([CH:24]=[C:25]([O:11][C:3]2[CH:4]=[C:5]([O:9][CH3:10])[CH:6]=[C:7]([F:8])[C:2]=2[Cl:1])[CH:26]=1)[C:22]#[N:23]. The yield is 0.880. (2) The reactants are [Cl:1][C:2]1[CH:3]=[C:4](/[CH:8]=[CH:9]\[CH2:10][CH2:11][N:12]2C(=O)C3C(=CC=CC=3)C2=O)[CH:5]=[CH:6][CH:7]=1.O.NN.[OH-].[Na+]. The yield is 0.950. The product is [Cl:1][C:2]1[CH:3]=[C:4](/[CH:8]=[CH:9]\[CH2:10][CH2:11][NH2:12])[CH:5]=[CH:6][CH:7]=1. The catalyst is C(O)C. (3) The reactants are [Si]([O:8][C:9]1[C:10]([F:75])=[C:11]([CH:18]([C:45]2[N:46]([C:56]([C:69]3[CH:74]=[CH:73][CH:72]=[CH:71][CH:70]=3)([C:63]3[CH:68]=[CH:67][CH:66]=[CH:65][CH:64]=3)[C:57]3[CH:62]=[CH:61][CH:60]=[CH:59][CH:58]=3)[CH:47]=[C:48]([C:50]3[CH:55]=[CH:54][CH:53]=[CH:52][CH:51]=3)[N:49]=2)[NH:19][C:20]2[CH:21]=[C:22]3[C:27](=[CH:28][CH:29]=2)[C:26]([N:30]([C:38]([O:40][C:41]([CH3:44])([CH3:43])[CH3:42])=[O:39])[C:31]([O:33][C:34]([CH3:37])([CH3:36])[CH3:35])=[O:32])=[N:25][CH:24]=[CH:23]3)[CH:12]=[C:13]([O:15][CH2:16][CH3:17])[CH:14]=1)(C(C)(C)C)(C)C.CCCC[N+](CCCC)(CCCC)CCCC.[F-]. The yield is 0.900. The product is [C:34]([O:33][C:31]([N:30]([C:38]([O:40][C:41]([CH3:42])([CH3:44])[CH3:43])=[O:39])[C:26]1[C:27]2[C:22](=[CH:21][C:20]([NH:19][CH:18]([C:45]3[N:46]([C:56]([C:69]4[CH:70]=[CH:71][CH:72]=[CH:73][CH:74]=4)([C:63]4[CH:68]=[CH:67][CH:66]=[CH:65][CH:64]=4)[C:57]4[CH:58]=[CH:59][CH:60]=[CH:61][CH:62]=4)[CH:47]=[C:48]([C:50]4[CH:55]=[CH:54][CH:53]=[CH:52][CH:51]=4)[N:49]=3)[C:11]3[C:10]([F:75])=[C:9]([OH:8])[CH:14]=[C:13]([O:15][CH2:16][CH3:17])[CH:12]=3)=[CH:29][CH:28]=2)[CH:23]=[CH:24][N:25]=1)=[O:32])([CH3:37])([CH3:35])[CH3:36]. The catalyst is C1COCC1.CCOC(C)=O. (4) The reactants are Br[C:2]1[CH:3]=[CH:4][C:5]([C:8]([OH:10])=O)=[N:6][CH:7]=1.[NH2:11]C1C=CC=CC=1.F[B-](F)(F)F.N1(OC(N(C)C)=[N+](C)C)C2C=CC=CC=2N=N1.C(N(CC)CC)C. The catalyst is O1CCCC1. The product is [N:6]1[CH:7]=[CH:2][CH:3]=[CH:4][C:5]=1[C:8]([NH2:11])=[O:10]. The yield is 0.720. (5) The reactants are [CH3:1][N:2]1[CH:6]=[C:5]([NH:7][C:8]2[N:9]=[C:10]([O:31][C:32]3[CH:33]=[C:34]([NH:38][C:39](=[O:42])[CH:40]=[CH2:41])[CH:35]=[CH:36][CH:37]=3)[C:11]3[C:16]([C:17]4[CH:18]=[N:19][CH:20]=[CH:21][CH:22]=4)=[CH:15][N:14](COCC[Si](C)(C)C)[C:12]=3[N:13]=2)[CH:4]=[N:3]1.C(O)(C(F)(F)F)=O.C(O)C.C([O-])([O-])=O.[K+].[K+]. The catalyst is C(Cl)Cl.O. The product is [CH3:1][N:2]1[CH:6]=[C:5]([NH:7][C:8]2[N:9]=[C:10]([O:31][C:32]3[CH:33]=[C:34]([NH:38][C:39](=[O:42])[CH:40]=[CH2:41])[CH:35]=[CH:36][CH:37]=3)[C:11]3[C:16]([C:17]4[CH:18]=[N:19][CH:20]=[CH:21][CH:22]=4)=[CH:15][NH:14][C:12]=3[N:13]=2)[CH:4]=[N:3]1. The yield is 1.00. (6) The reactants are [Cl:1][C:2]1[CH:8]=[C:7]([O:9][C:10]2[C:19]3[C:14](=[CH:15][C:16]([O:22][CH3:23])=[C:17]([O:20][CH3:21])[CH:18]=3)[N:13]=[CH:12][CH:11]=2)[CH:6]=[CH:5][C:3]=1[NH2:4].ClC(Cl)(O[C:28](=[O:34])OC(Cl)(Cl)Cl)Cl.[F:36][C:37]1[CH:43]=[CH:42][C:40]([NH2:41])=[C:39]([CH3:44])[CH:38]=1.CO. The catalyst is C(Cl)(Cl)Cl.C(N(CC)CC)C.ClCCl. The product is [Cl:1][C:2]1[CH:8]=[C:7]([O:9][C:10]2[C:19]3[C:14](=[CH:15][C:16]([O:22][CH3:23])=[C:17]([O:20][CH3:21])[CH:18]=3)[N:13]=[CH:12][CH:11]=2)[CH:6]=[CH:5][C:3]=1[NH:4][C:28]([NH:41][C:40]1[CH:42]=[CH:43][C:37]([F:36])=[CH:38][C:39]=1[CH3:44])=[O:34]. The yield is 0.790. (7) The reactants are Br[C:2]1[CH:3]=[C:4]2[C:9](=[CH:10][CH:11]=1)[CH:8]=[N:7][C:6]([F:12])=[CH:5]2.[B:13](OCC)([O:17]CC)[O:14]CC.C([Li])CCC. The catalyst is C1COCC1. The product is [F:12][C:6]1[N:7]=[CH:8][C:9]2[C:4]([CH:5]=1)=[CH:3][C:2]([B:13]([OH:17])[OH:14])=[CH:11][CH:10]=2. The yield is 0.580.